This data is from Peptide-MHC class II binding affinity with 134,281 pairs from IEDB. The task is: Regression. Given a peptide amino acid sequence and an MHC pseudo amino acid sequence, predict their binding affinity value. This is MHC class II binding data. (1) The peptide sequence is SQDLELSWNLNMLQAY. The MHC is DRB1_1302 with pseudo-sequence DRB1_1302. The binding affinity (normalized) is 0.780. (2) The peptide sequence is LNFTGPCKGDSVTIK. The MHC is DRB1_1001 with pseudo-sequence DRB1_1001. The binding affinity (normalized) is 0.315. (3) The peptide sequence is TEAPAAPAEGEKPAE. The MHC is HLA-DPA10103-DPB10401 with pseudo-sequence HLA-DPA10103-DPB10401. The binding affinity (normalized) is 0. (4) The peptide sequence is EKKYFAATQFEPLAE. The MHC is HLA-DQA10501-DQB10301 with pseudo-sequence HLA-DQA10501-DQB10301. The binding affinity (normalized) is 0.351. (5) The peptide sequence is GELRIVDKIDAAFKI. The MHC is DRB1_1302 with pseudo-sequence DRB1_1302. The binding affinity (normalized) is 0.556. (6) The peptide sequence is GEIYKRWIILGLNKI. The MHC is DRB1_1302 with pseudo-sequence DRB1_1302. The binding affinity (normalized) is 0.576. (7) The peptide sequence is PPAGTRKIMKVVNRW. The MHC is DRB1_0701 with pseudo-sequence DRB1_0701. The binding affinity (normalized) is 0.479. (8) The peptide sequence is AAAQKEVSGVKGFTL. The MHC is DRB3_0202 with pseudo-sequence DRB3_0202. The binding affinity (normalized) is 0. (9) The peptide sequence is TISNNLFFNHHKVML. The MHC is HLA-DPA10301-DPB10402 with pseudo-sequence HLA-DPA10301-DPB10402. The binding affinity (normalized) is 0.292. (10) The peptide sequence is ISDTQGIELLTNSNG. The MHC is DRB1_0101 with pseudo-sequence DRB1_0101. The binding affinity (normalized) is 0.406.